Dataset: Reaction yield outcomes from USPTO patents with 853,638 reactions. Task: Predict the reaction yield, written as a fraction of the theoretical maximum amount of product (1.0 means a 100% yield; for example, 0.34 means a 34% yield). (1) The reactants are [CH3:1][C:2]([C:7]1[CH:11]=[C:10]([NH:12][C:13](=[O:26])[C:14]([CH3:25])([S:16]([CH:19]2[CH2:24][CH2:23][O:22][CH2:21][CH2:20]2)(=[O:18])=[O:17])[CH3:15])[O:9][N:8]=1)([CH3:6])[C:3](O)=[O:4].C(OC(OC(C)(C)C)=O)(OC(C)(C)C)=O.C(=O)(O)[O-].[NH4+].[N:47]1C=CC=CC=1. The catalyst is C(OCC)(=O)C.O1CCOCC1.CN(C=O)C. The product is [CH3:15][C:14]([S:16]([CH:19]1[CH2:24][CH2:23][O:22][CH2:21][CH2:20]1)(=[O:17])=[O:18])([CH3:25])[C:13]([NH:12][C:10]1[O:9][N:8]=[C:7]([C:2]([CH3:6])([CH3:1])[C:3]([NH2:47])=[O:4])[CH:11]=1)=[O:26]. The yield is 0.0900. (2) The reactants are Br[C:2]1[C:3]([C:17]2[CH:22]=[CH:21][C:20]([F:23])=[CH:19][CH:18]=2)=[N:4][N:5]2[C:10]([NH:11][CH:12]3[CH2:16][CH2:15][CH2:14][CH2:13]3)=[CH:9][CH:8]=[CH:7][C:6]=12.[N:24]1[CH:29]=[CH:28][C:27](B(O)O)=[CH:26][CH:25]=1.C(=O)([O-])[O-].[Na+].[Na+].CCOCC. The catalyst is CN(C)C=O.Cl[Pd](Cl)([P](C1C=CC=CC=1)(C1C=CC=CC=1)C1C=CC=CC=1)[P](C1C=CC=CC=1)(C1C=CC=CC=1)C1C=CC=CC=1. The product is [CH:12]1([NH:11][C:10]2[N:5]3[N:4]=[C:3]([C:17]4[CH:22]=[CH:21][C:20]([F:23])=[CH:19][CH:18]=4)[C:2]([C:27]4[CH:28]=[CH:29][N:24]=[CH:25][CH:26]=4)=[C:6]3[CH:7]=[CH:8][CH:9]=2)[CH2:16][CH2:15][CH2:14][CH2:13]1. The yield is 0.460. (3) The yield is 0.160. The product is [Cl:47][C:44]1[CH:45]=[CH:46][C:41]([CH:11]2[CH2:16][CH2:15][N:14]([C:17]([O:19][C:20]([CH3:23])([CH3:22])[CH3:21])=[O:18])[CH2:13][CH2:12]2)=[N:42][CH:43]=1. The reactants are BrCCBr.C[Si](Cl)(C)C.I[CH:11]1[CH2:16][CH2:15][N:14]([C:17]([O:19][C:20]([CH3:23])([CH3:22])[CH3:21])=[O:18])[CH2:13][CH2:12]1.O1C=CC=C1P(C1OC=CC=1)C1OC=CC=1.Br[C:41]1[CH:46]=[CH:45][C:44]([Cl:47])=[CH:43][N:42]=1. The catalyst is C1COCC1.CC(N(C)C)=O.[Zn].C1C=CC(/C=C/C(/C=C/C2C=CC=CC=2)=O)=CC=1.C1C=CC(/C=C/C(/C=C/C2C=CC=CC=2)=O)=CC=1.C1C=CC(/C=C/C(/C=C/C2C=CC=CC=2)=O)=CC=1.[Pd].[Pd]. (4) The product is [Br:17][CH2:2][C:3]1[N:7]([CH2:8][CH:9]([OH:11])[CH3:10])[N:6]=[C:5]([N+:12]([O-:14])=[O:13])[CH:4]=1. The catalyst is C(Cl)(Cl)Cl. The reactants are O[CH2:2][C:3]1[N:7]([CH2:8][CH:9]([OH:11])[CH3:10])[N:6]=[C:5]([N+:12]([O-:14])=[O:13])[CH:4]=1.P(Br)(Br)([Br:17])=O. The yield is 0.620. (5) The catalyst is O.CC(O)=O. The yield is 0.770. The reactants are C(Cl)(=O)C.[Cl:5][C:6]1[CH:42]=[CH:41][C:40]([N:43]2[CH:47]=[CH:46][CH:45]=[N:44]2)=[CH:39][C:7]=1[C:8]([NH:10][C:11](=[O:38])[NH:12][C:13]1[S:14][C:15]2[CH:21]=[C:20]([S:22]([CH:25]3[CH2:30][CH2:29][N:28]([C:31](OC(C)(C)C)=O)[CH2:27][CH2:26]3)(=[O:24])=[O:23])[CH:19]=[CH:18][C:16]=2[N:17]=1)=[O:9].C=O.C([BH3-])#N.[Na+]. The product is [Cl:5][C:6]1[CH:42]=[CH:41][C:40]([N:43]2[CH:47]=[CH:46][CH:45]=[N:44]2)=[CH:39][C:7]=1[C:8]([NH:10][C:11](=[O:38])[NH:12][C:13]1[S:14][C:15]2[CH:21]=[C:20]([S:22]([CH:25]3[CH2:30][CH2:29][N:28]([CH3:31])[CH2:27][CH2:26]3)(=[O:24])=[O:23])[CH:19]=[CH:18][C:16]=2[N:17]=1)=[O:9].